Dataset: Catalyst prediction with 721,799 reactions and 888 catalyst types from USPTO. Task: Predict which catalyst facilitates the given reaction. (1) Reactant: [CH3:1][N:2]([CH3:32])[C:3]([C:5]1[CH:10]=[C:9]([CH:11]=O)[CH:8]=[CH:7][C:6]=1[NH:13][C:14]([C:16]1[C:17]([C:22]2[CH:27]=[CH:26][C:25]([C:28]([F:31])([F:30])[F:29])=[CH:24][CH:23]=2)=[CH:18][CH:19]=[CH:20][CH:21]=1)=[O:15])=[O:4].Cl.[CH3:34][O:35][C:36](=[O:40])[CH2:37][NH:38][CH3:39].C(O[BH-](OC(=O)C)OC(=O)C)(=O)C.[Na+]. Product: [CH3:34][O:35][C:36](=[O:40])[CH2:37][NH:38][CH2:39][CH2:11][C:9]1[CH:8]=[CH:7][C:6]([NH:13][C:14]([C:16]2[C:17]([C:22]3[CH:27]=[CH:26][C:25]([C:28]([F:30])([F:31])[F:29])=[CH:24][CH:23]=3)=[CH:18][CH:19]=[CH:20][CH:21]=2)=[O:15])=[C:5]([C:3](=[O:4])[N:2]([CH3:1])[CH3:32])[CH:10]=1. The catalyst class is: 96. (2) Reactant: C[Si]([N-][Si](C)(C)C)(C)C.[Na+].[F:11][C:12]1[CH:13]=[C:14]([C:18]2[N:23]=[C:22]([CH3:24])[C:21]([C:25](Cl)=[O:26])=[CH:20][N:19]=2)[CH:15]=[CH:16][CH:17]=1.[CH3:28][S:29]([C:32]1[CH:33]=[C:34]2[C:38](=[CH:39][CH:40]=1)[N:37]([NH2:41])[CH:36]=[CH:35]2)(=[O:31])=[O:30]. Product: [CH3:28][S:29]([C:32]1[CH:33]=[C:34]2[C:38](=[CH:39][CH:40]=1)[N:37]([NH:41][C:25]([C:21]1[C:22]([CH3:24])=[N:23][C:18]([C:14]3[CH:15]=[CH:16][CH:17]=[C:12]([F:11])[CH:13]=3)=[N:19][CH:20]=1)=[O:26])[CH:36]=[CH:35]2)(=[O:31])=[O:30]. The catalyst class is: 859. (3) Reactant: [OH:1][C:2]1[CH:7]=[CH:6][C:5]([N:8]2[C:13](=[O:14])[C:12]([CH2:15][C:16]3[CH:21]=[CH:20][C:19]([C:22]4[C:23]([C:28]#[N:29])=[CH:24][CH:25]=[CH:26][CH:27]=4)=[CH:18][CH:17]=3)=[C:11]([CH2:30][CH2:31][CH3:32])[N:10]3[N:33]=[CH:34][CH:35]=[C:9]23)=[CH:4][CH:3]=1.[CH3:36][C@@H:37]1[O:39][C@H:38]1[CH3:40].C(=O)([O-])[O-].[Cs+].[Cs+].C(OCC)(=O)C. Product: [OH:39][C@@H:38]([CH3:40])[C@H:37]([O:1][C:2]1[CH:3]=[CH:4][C:5]([N:8]2[C:13](=[O:14])[C:12]([CH2:15][C:16]3[CH:21]=[CH:20][C:19]([C:22]4[C:23]([C:28]#[N:29])=[CH:24][CH:25]=[CH:26][CH:27]=4)=[CH:18][CH:17]=3)=[C:11]([CH2:30][CH2:31][CH3:32])[N:10]3[N:33]=[CH:34][CH:35]=[C:9]23)=[CH:6][CH:7]=1)[CH3:36]. The catalyst class is: 9.